This data is from Reaction yield outcomes from USPTO patents with 853,638 reactions. The task is: Predict the reaction yield, written as a fraction of the theoretical maximum amount of product (1.0 means a 100% yield; for example, 0.34 means a 34% yield). (1) The reactants are [Cl:1][C:2]1[CH:3]=[C:4]([C:8]2[C:13]([O:14][CH3:15])=[CH:12][CH:11]=[C:10]([C:16]([C:18]3[CH:23]=[CH:22][C:21]([NH:24]C(=O)C)=[CH:20][CH:19]=3)=[O:17])[C:9]=2[F:28])[CH:5]=[CH:6][CH:7]=1.Cl. The catalyst is C(O)C. The product is [ClH:1].[NH2:24][C:21]1[CH:22]=[CH:23][C:18]([C:16]([C:10]2[C:9]([F:28])=[C:8]([C:4]3[CH:5]=[CH:6][CH:7]=[C:2]([Cl:1])[CH:3]=3)[C:13]([O:14][CH3:15])=[CH:12][CH:11]=2)=[O:17])=[CH:19][CH:20]=1. The yield is 0.480. (2) The reactants are Cl[C:2]1[C:7]([C:8]([O:10][CH2:11][CH3:12])=[O:9])=[C:6]([CH3:13])[N:5]=[C:4]([S:14][CH3:15])[N:3]=1.[CH2:16]([N:18](CC)CC)[CH3:17].C(N)C. The catalyst is C1COCC1. The product is [CH2:16]([NH:18][C:2]1[C:7]([C:8]([O:10][CH2:11][CH3:12])=[O:9])=[C:6]([CH3:13])[N:5]=[C:4]([S:14][CH3:15])[N:3]=1)[CH3:17]. The yield is 0.860. (3) The reactants are [N+:1]([C:4]1[CH:9]=[CH:8][C:7]([N:10]2[CH2:15][CH2:14][O:13][CH2:12][CH2:11]2)=[CH:6][CH:5]=1)([O-])=O.N. The catalyst is CO.[Pd]. The product is [N:10]1([C:7]2[CH:8]=[CH:9][C:4]([NH2:1])=[CH:5][CH:6]=2)[CH2:11][CH2:12][O:13][CH2:14][CH2:15]1. The yield is 0.700.